This data is from Peptide-MHC class II binding affinity with 134,281 pairs from IEDB. The task is: Regression. Given a peptide amino acid sequence and an MHC pseudo amino acid sequence, predict their binding affinity value. This is MHC class II binding data. (1) The peptide sequence is ITKGKVDPTDYFRNE. The MHC is DRB1_1001 with pseudo-sequence DRB1_1001. The binding affinity (normalized) is 0.281. (2) The binding affinity (normalized) is 0.734. The MHC is DRB1_1602 with pseudo-sequence DRB1_1602. The peptide sequence is GGNFAGGGFGMLLRK. (3) The peptide sequence is IRNPLSRNSTHEMYY. The MHC is DRB1_0801 with pseudo-sequence DRB1_0801. The binding affinity (normalized) is 0.326. (4) The MHC is HLA-DQA10201-DQB10202 with pseudo-sequence HLA-DQA10201-DQB10202. The peptide sequence is EHELYVAVLSNALHR. The binding affinity (normalized) is 0.286. (5) The peptide sequence is LGQQQPFPPQQPYPQPQPF. The MHC is DRB1_0701 with pseudo-sequence DRB1_0701. The binding affinity (normalized) is 0.0566. (6) The peptide sequence is AHWTEARIMLDNINM. The MHC is DRB3_0101 with pseudo-sequence DRB3_0101. The binding affinity (normalized) is 0.247.